This data is from Forward reaction prediction with 1.9M reactions from USPTO patents (1976-2016). The task is: Predict the product of the given reaction. (1) Given the reactants [OH-].[Na+].[O:3]=[C:4]1[C:8]([C:9]2[CH:14]=[CH:13][C:12]([C:15]([F:18])([F:17])[F:16])=[CH:11][CH:10]=2)=[N:7][C:6]2([CH2:22][CH2:21][CH2:20][CH2:19]2)[N:5]1[CH2:23][C:24]([O:26]CC)=[O:25].CO, predict the reaction product. The product is: [O:3]=[C:4]1[C:8]([C:9]2[CH:14]=[CH:13][C:12]([C:15]([F:18])([F:16])[F:17])=[CH:11][CH:10]=2)=[N:7][C:6]2([CH2:22][CH2:21][CH2:20][CH2:19]2)[N:5]1[CH2:23][C:24]([OH:26])=[O:25]. (2) Given the reactants [Cu][C:2]#[N:3].CO[C:6]1[CH:15]=[C:14]([CH:16]([CH3:18])[CH3:17])[C:13](Br)=[CH:12][C:7]=1[C:8]([O:10][CH3:11])=[O:9].[C:20](OCC)(=[O:22])C, predict the reaction product. The product is: [CH:20]([C:6]1[CH:15]=[C:14]([CH:16]([CH3:17])[CH3:18])[C:13]([C:2]#[N:3])=[CH:12][C:7]=1[C:8]([O:10][CH3:11])=[O:9])=[O:22].